This data is from Forward reaction prediction with 1.9M reactions from USPTO patents (1976-2016). The task is: Predict the product of the given reaction. (1) Given the reactants [CH:1]([N:14]1[CH2:17][CH:16]([OH:18])[CH2:15]1)([C:8]1[CH:13]=[CH:12][CH:11]=[CH:10][CH:9]=1)[C:2]1[CH:7]=[CH:6][CH:5]=[CH:4][CH:3]=1.[F:19][C:20]([F:36])([F:35])[C:21]1[CH:34]=[CH:33][CH:32]=[CH:31][C:22]=1[CH:23](O)[C:24]1[CH:29]=[CH:28][CH:27]=[CH:26][CH:25]=1.C(N1CC(OC(C2C=CC(Cl)=CC=2)C2C=CC(Cl)=CC=2Cl)C1)(C1C=CC=CC=1)C1C=CC=CC=1, predict the reaction product. The product is: [CH:1]([N:14]1[CH2:17][CH:16]([O:18][CH:23]([C:24]2[CH:29]=[CH:28][CH:27]=[CH:26][CH:25]=2)[C:22]2[CH:31]=[CH:32][CH:33]=[CH:34][C:21]=2[C:20]([F:36])([F:35])[F:19])[CH2:15]1)([C:8]1[CH:13]=[CH:12][CH:11]=[CH:10][CH:9]=1)[C:2]1[CH:3]=[CH:4][CH:5]=[CH:6][CH:7]=1. (2) Given the reactants [NH2:1][CH:2]([C:7]1[CH:12]=[CH:11][C:10]([O:13][CH3:14])=[C:9]([O:15][CH3:16])[CH:8]=1)[CH2:3][C:4]([OH:6])=[O:5].[CH3:17][C:18]([O:21][C:22](O[C:22]([O:21][C:18]([CH3:20])([CH3:19])[CH3:17])=[O:23])=[O:23])([CH3:20])[CH3:19], predict the reaction product. The product is: [C:18]([O:21][C:22]([NH:1][CH:2]([C:7]1[CH:12]=[CH:11][C:10]([O:13][CH3:14])=[C:9]([O:15][CH3:16])[CH:8]=1)[CH2:3][C:4]([OH:6])=[O:5])=[O:23])([CH3:20])([CH3:19])[CH3:17]. (3) Given the reactants [CH2:1]([O:8][CH2:9][N:10]1[C:15](=[O:16])[C:14]([CH3:17])=[C:13]([C:18]2[CH:23]=[CH:22][C:21]([OH:24])=[CH:20][C:19]=2[CH3:25])[N:12]([CH3:26])[C:11]1=[O:27])[C:2]1[CH:7]=[CH:6][CH:5]=[CH:4][CH:3]=1.Cl[C:29]1[C:30]2[S:37][CH:36]=[CH:35][C:31]=2[N:32]=[CH:33][N:34]=1.C(=O)([O-])[O-].[Cs+].[Cs+], predict the reaction product. The product is: [CH2:1]([O:8][CH2:9][N:10]1[C:15](=[O:16])[C:14]([CH3:17])=[C:13]([C:18]2[CH:23]=[CH:22][C:21]([O:24][C:29]3[C:30]4[S:37][CH:36]=[CH:35][C:31]=4[N:32]=[CH:33][N:34]=3)=[CH:20][C:19]=2[CH3:25])[N:12]([CH3:26])[C:11]1=[O:27])[C:2]1[CH:7]=[CH:6][CH:5]=[CH:4][CH:3]=1. (4) Given the reactants [F:1][C:2]1[CH:3]=[C:4]2[C:8](=[CH:9][CH:10]=1)[NH:7][CH:6]=[C:5]2[CH:11]1[CH2:15][C:14](=[O:16])[NH:13][C:12]1=[O:17].F[C:19]1C=C2C(=CC=1C)NC=C2.C1(=O)NC(=O)C=C1, predict the reaction product. The product is: [F:1][C:2]1[CH:3]=[C:4]2[C:8](=[CH:9][C:10]=1[CH3:19])[NH:7][CH:6]=[C:5]2[CH:11]1[CH2:15][C:14](=[O:16])[NH:13][C:12]1=[O:17]. (5) The product is: [N:31]1[C:23]([NH:1][CH:2]([C:4]2[N:5]([C:15]3[CH:20]=[CH:19][CH:18]=[C:17]([F:21])[CH:16]=3)[C:6](=[O:14])[C:7]3[N:8]([CH:10]=[CH:11][C:12]=3[Cl:13])[CH:9]=2)[CH3:3])=[C:24]2[C:28]([NH:27][CH:26]=[N:25]2)=[N:29][CH:30]=1. Given the reactants [NH2:1][CH:2]([C:4]1[N:5]([C:15]2[CH:20]=[CH:19][CH:18]=[C:17]([F:21])[CH:16]=2)[C:6](=[O:14])[C:7]2[N:8]([CH:10]=[CH:11][C:12]=2[Cl:13])[CH:9]=1)[CH3:3].Cl[C:23]1[N:31]=[CH:30][N:29]=[C:28]2[C:24]=1[N:25]=[CH:26][NH:27]2, predict the reaction product. (6) Given the reactants [CH:1]1[C:13]2[NH:12][C:11]3[C:6](=[CH:7][CH:8]=[CH:9][CH:10]=3)[C:5]=2[CH:4]=[CH:3][CH:2]=1.[Al+3].[Cl-].[Cl-].[Cl-].[C:18](Cl)([CH3:20])=[O:19].[OH2:22].[N+]([C:26]1[CH:31]=CC=CC=1)([O-])=O, predict the reaction product. The product is: [C:18]([C:3]1[CH:2]=[CH:1][C:13]2[NH:12][C:11]3[C:6]([C:5]=2[CH:4]=1)=[CH:7][C:8]([C:31](=[O:22])[CH3:26])=[CH:9][CH:10]=3)(=[O:19])[CH3:20].